From a dataset of Forward reaction prediction with 1.9M reactions from USPTO patents (1976-2016). Predict the product of the given reaction. (1) Given the reactants [C:1]([O:5][C:6]([N:8]1[CH2:13][CH2:12][N:11]([C:14]2[CH:19]=[CH:18][C:17]([NH2:20])=[CH:16][C:15]=2[C:21]#[N:22])[CH2:10][CH2:9]1)=[O:7])([CH3:4])([CH3:3])[CH3:2].[C:23]1([C:29]2[O:30][C:31]([C:37]([F:40])([F:39])[F:38])=[C:32]([C:34](O)=[O:35])[N:33]=2)[CH:28]=[CH:27][CH:26]=[CH:25][CH:24]=1.C(N(CC)CC)C.Cl.CN(C)CCCN=C=NCC, predict the reaction product. The product is: [C:1]([O:5][C:6]([N:8]1[CH2:13][CH2:12][N:11]([C:14]2[CH:19]=[CH:18][C:17]([NH:20][C:34]([C:32]3[N:33]=[C:29]([C:23]4[CH:28]=[CH:27][CH:26]=[CH:25][CH:24]=4)[O:30][C:31]=3[C:37]([F:39])([F:40])[F:38])=[O:35])=[CH:16][C:15]=2[C:21]#[N:22])[CH2:10][CH2:9]1)=[O:7])([CH3:4])([CH3:2])[CH3:3]. (2) Given the reactants C([O:3][C:4]([C:6]1([CH2:22][CH2:23]OC)[CH2:11][CH2:10][N:9]([S:12]([C:15]2[CH:20]=[CH:19][CH:18]=[CH:17][C:16]=2[Cl:21])(=[O:14])=[O:13])[CH2:8][CH2:7]1)=O)C.[Cl-].C[Al+]C.[C:30]([C:34]1[CH:39]=[CH:38][C:37]([CH2:40][CH2:41][NH2:42])=[CH:36][CH:35]=1)([CH3:33])([CH3:32])[CH3:31], predict the reaction product. The product is: [C:30]([C:34]1[CH:35]=[CH:36][C:37]([CH2:40][CH2:41][N:42]2[CH2:23][CH2:22][C:6]3([CH2:7][CH2:8][N:9]([S:12]([C:15]4[CH:20]=[CH:19][CH:18]=[CH:17][C:16]=4[Cl:21])(=[O:13])=[O:14])[CH2:10][CH2:11]3)[C:4]2=[O:3])=[CH:38][CH:39]=1)([CH3:33])([CH3:31])[CH3:32]. (3) Given the reactants [CH3:1][N:2]1[CH:7]=[C:6](B2OC(C)(C)C(C)(C)O2)[CH:5]=[C:4]([NH:17][C:18]2[S:19][C:20]3[CH2:21][N:22]([CH3:27])[CH2:23][CH2:24][C:25]=3[N:26]=2)[C:3]1=[O:28].Cl[C:30]1[C:35]([CH:36]=[O:37])=[C:34]([N:38]2[CH2:51][CH2:50][N:41]3[C:42]4[CH2:43][CH2:44][CH2:45][CH2:46][C:47]=4[C:48]([F:49])=[C:40]3[C:39]2=[O:52])[N:33]=[CH:32][CH:31]=1.[O-]P([O-])([O-])=O.[K+].[K+].[K+].C([O-])(=O)C.[Na+], predict the reaction product. The product is: [F:49][C:48]1[C:47]2[CH2:46][CH2:45][CH2:44][CH2:43][C:42]=2[N:41]2[CH2:50][CH2:51][N:38]([C:34]3[N:33]=[CH:32][CH:31]=[C:30]([C:6]4[CH:5]=[C:4]([NH:17][C:18]5[S:19][C:20]6[CH2:21][N:22]([CH3:27])[CH2:23][CH2:24][C:25]=6[N:26]=5)[C:3](=[O:28])[N:2]([CH3:1])[CH:7]=4)[C:35]=3[CH:36]=[O:37])[C:39](=[O:52])[C:40]=12. (4) The product is: [Cl:26][C:24]1[CH:23]=[CH:22][C:21]([NH2:27])=[C:20]([N:17]2[CH2:18][CH2:19][CH:14]([N:7]3[C:8]4[CH:13]=[CH:12][CH:11]=[CH:10][C:9]=4[N:5]([CH2:4][C:3]4[CH:31]=[CH:32][CH:33]=[CH:34][C:2]=4[Cl:1])[C:6]3=[NH:30])[CH2:15][CH2:16]2)[CH:25]=1. Given the reactants [Cl:1][C:2]1[CH:34]=[CH:33][CH:32]=[CH:31][C:3]=1[CH2:4][N:5]1[C:9]2[CH:10]=[CH:11][CH:12]=[CH:13][C:8]=2[N:7]([CH:14]2[CH2:19][CH2:18][N:17]([C:20]3[CH:25]=[C:24]([Cl:26])[CH:23]=[CH:22][C:21]=3[N+:27]([O-])=O)[CH2:16][CH2:15]2)[C:6]1=[NH:30].C(OC(N1C2C(=C(CN3C4C=CC=CC=4N(C4CCN(C5C=C(Cl)C=CC=5N)CC4)C3=NC(OC(C)(C)C)=O)C=CC=2)C=C1)=O)(C)(C)C, predict the reaction product. (5) Given the reactants [CH:1]([N:4]1[C:8]([C:9]2[CH:14]=[CH:13][N:12]=[C:11]([NH2:15])[N:10]=2)=[CH:7][N:6]=[C:5]1[CH3:16])([CH3:3])[CH3:2].CC1(C)C2C(=C(P(C3C=CC=CC=3)C3C=CC=CC=3)C=CC=2)OC2C(P(C3C=CC=CC=3)C3C=CC=CC=3)=CC=CC1=2.C(=O)([O-])[O-].[Cs+].[Cs+].Cl[C:66]1[CH:67]=[CH:68][C:69]([C:74]([N:76]2[CH2:81][CH2:80][N:79]([CH3:82])[CH2:78][CH2:77]2)=[O:75])=[C:70]([CH:73]=1)[C:71]#[N:72], predict the reaction product. The product is: [CH:1]([N:4]1[C:8]([C:9]2[CH:14]=[CH:13][N:12]=[C:11]([NH:15][C:66]3[CH:67]=[CH:68][C:69]([C:74]([N:76]4[CH2:81][CH2:80][N:79]([CH3:82])[CH2:78][CH2:77]4)=[O:75])=[C:70]([CH:73]=3)[C:71]#[N:72])[N:10]=2)=[CH:7][N:6]=[C:5]1[CH3:16])([CH3:3])[CH3:2]. (6) Given the reactants [ClH:1].Cl.[NH:3]1[CH2:12][CH2:11][CH2:10][CH:5](C(NN)=O)[CH2:4]1.C(O)(C)C.[N:17](OCCC(C)C)=O.Cl, predict the reaction product. The product is: [ClH:1].[ClH:1].[NH2:17][CH:5]1[CH2:10][CH2:11][CH2:12][NH:3][CH2:4]1. (7) Given the reactants [Si]([O:18][CH:19]1[CH2:22][N:21]([C:23]2[S:24][CH:25]=[C:26]([C:28]([N:30]3[CH2:35][CH2:34][CH2:33][CH2:32][CH2:31]3)=[O:29])[N:27]=2)[CH2:20]1)(C(C)(C)C)(C1C=CC=CC=1)C1C=CC=CC=1.[F-].C([N+](CCCC)(CCCC)CCCC)CCC, predict the reaction product. The product is: [OH:18][CH:19]1[CH2:22][N:21]([C:23]2[S:24][CH:25]=[C:26]([C:28]([N:30]3[CH2:31][CH2:32][CH2:33][CH2:34][CH2:35]3)=[O:29])[N:27]=2)[CH2:20]1.